This data is from Full USPTO retrosynthesis dataset with 1.9M reactions from patents (1976-2016). The task is: Predict the reactants needed to synthesize the given product. Given the product [C:12]([O:11][C:9]([NH:16][C:17]1[CH:22]=[CH:21][C:20]([CH2:23][CH2:24][OH:25])=[CH:19][CH:18]=1)=[O:10])([CH3:13])([CH3:14])[CH3:15], predict the reactants needed to synthesize it. The reactants are: [C:9](O[C:9]([O:11][C:12]([CH3:15])([CH3:14])[CH3:13])=[O:10])([O:11][C:12]([CH3:15])([CH3:14])[CH3:13])=[O:10].[NH2:16][C:17]1[CH:22]=[CH:21][C:20]([CH2:23][CH2:24][OH:25])=[CH:19][CH:18]=1.O1CCOCC1.[OH-].[Na+].